From a dataset of Reaction yield outcomes from USPTO patents with 853,638 reactions. Predict the reaction yield, written as a fraction of the theoretical maximum amount of product (1.0 means a 100% yield; for example, 0.34 means a 34% yield). (1) The reactants are [C:1](Cl)(=[O:4])[CH:2]=[CH2:3].[CH3:6][N:7]([CH3:37])[CH2:8][CH2:9][N:10]([CH3:36])[C:11]1[C:12]([NH2:35])=[CH:13][C:14]([NH:19][C:20]2[N:25]=[C:24]([C:26]3[C:34]4[C:29](=[CH:30][CH:31]=[CH:32][CH:33]=4)[NH:28][CH:27]=3)[CH:23]=[CH:22][N:21]=2)=[C:15]([O:17][CH3:18])[CH:16]=1. The catalyst is C(Cl)Cl. The product is [CH3:37][N:7]([CH3:6])[CH2:8][CH2:9][N:10]([CH3:36])[C:11]1[CH:16]=[C:15]([O:17][CH3:18])[C:14]([NH:19][C:20]2[N:25]=[C:24]([C:26]3[C:34]4[C:29](=[CH:30][CH:31]=[CH:32][CH:33]=4)[NH:28][CH:27]=3)[CH:23]=[CH:22][N:21]=2)=[CH:13][C:12]=1[NH:35][C:1](=[O:4])[CH:2]=[CH2:3]. The yield is 0.270. (2) The reactants are [Cl:1][C:2]1[CH:3]=[C:4]2[C:12](=[C:13]([N+:15]([O-])=O)[CH:14]=1)[NH:11][C:10]1[CH:9]=[N:8][CH:7]=[C:6]([F:18])[C:5]2=1.C([O-])=O.[NH4+].C(=O)(O)[O-].[Na+].[Cl-].[Na+]. The catalyst is C(O)C.CO. The product is [Cl:1][C:2]1[CH:3]=[C:4]2[C:12](=[C:13]([NH2:15])[CH:14]=1)[NH:11][C:10]1[CH:9]=[N:8][CH:7]=[C:6]([F:18])[C:5]2=1. The yield is 0.700. (3) The reactants are [C:1]([O:5][C:6]([N:8]1[C:26](=[O:27])[C:13]2[S:14][C:15]3[CH:24]=[CH:23][C:22]4[N+:21]([O-])=[CH:20][CH:19]=[CH:18][C:17]=4[C:16]=3[C:12]=2[N:11]([C:28]([O:30][C:31]([CH3:34])([CH3:33])[CH3:32])=[O:29])[CH2:10][C@H:9]1[CH3:35])=[O:7])([CH3:4])([CH3:3])[CH3:2].C(Cl)(=O)C([Cl:39])=O. The catalyst is CN(C)C=O. The product is [Cl:39][C:20]1[CH:19]=[CH:18][C:17]2[C:16]3[C:12]4[N:11]([C:28]([O:30][C:31]([CH3:32])([CH3:33])[CH3:34])=[O:29])[CH2:10][C@@H:9]([CH3:35])[N:8]([C:6]([O:5][C:1]([CH3:4])([CH3:2])[CH3:3])=[O:7])[C:26](=[O:27])[C:13]=4[S:14][C:15]=3[CH:24]=[CH:23][C:22]=2[N:21]=1. The yield is 0.980. (4) The reactants are Br[C:2]1[CH:3]=[C:4]([C:16]([F:19])([F:18])[F:17])[C:5]2[N:6]([C:8]([Cl:15])=[C:9]([C:11]([O:13][CH3:14])=[O:12])[N:10]=2)[CH:7]=1.[Br-].[CH2:21]([Zn+])[CH:22]([CH3:24])[CH3:23]. The catalyst is O1CCCC1.C(OCC)(=O)C.C1C=CC(P(C2C=CC=CC=2)[C-]2C=CC=C2)=CC=1.C1C=CC(P(C2C=CC=CC=2)[C-]2C=CC=C2)=CC=1.Cl[Pd]Cl.[Fe+2].ClCCl. The product is [Cl:15][C:8]1[N:6]2[CH:7]=[C:2]([CH2:21][CH:22]([CH3:24])[CH3:23])[CH:3]=[C:4]([C:16]([F:19])([F:18])[F:17])[C:5]2=[N:10][C:9]=1[C:11]([O:13][CH3:14])=[O:12]. The yield is 0.240. (5) The reactants are [CH3:1][O:2][C:3]1[C:4]2[C:15]([C:16]3[CH:21]=[CH:20][CH:19]=[CH:18][CH:17]=3)=[C:14]([C:22]3[CH:27]=[CH:26][C:25]([C:28]4([NH:32]C(=O)OC(C)(C)C)[CH2:31][CH2:30][CH2:29]4)=[CH:24][CH:23]=3)[O:13][C:5]=2[N:6]=[C:7](S(C)(=O)=O)[N:8]=1.[OH-].[NH4+:41]. No catalyst specified. The product is [NH2:32][C:28]1([C:25]2[CH:24]=[CH:23][C:22]([C:14]3[O:13][C:5]4[N:6]=[C:7]([NH2:41])[N:8]=[C:3]([O:2][CH3:1])[C:4]=4[C:15]=3[C:16]3[CH:21]=[CH:20][CH:19]=[CH:18][CH:17]=3)=[CH:27][CH:26]=2)[CH2:31][CH2:30][CH2:29]1. The yield is 0.420. (6) The reactants are Cl[C:2]1[N:7]=[C:6]([C:8]#[N:9])[C:5]([N+:10]([O-:12])=[O:11])=[CH:4][CH:3]=1.[F:13][C:14]1[CH:15]=[C:16]([CH:18]=[C:19]([F:21])[CH:20]=1)[NH2:17].C(OCC)(=O)C. The catalyst is C1(C)C=CC=CC=1. The product is [F:13][C:14]1[CH:15]=[C:16]([NH:17][C:2]2[N:7]=[C:6]([C:8]#[N:9])[C:5]([N+:10]([O-:12])=[O:11])=[CH:4][CH:3]=2)[CH:18]=[C:19]([F:21])[CH:20]=1. The yield is 0.330. (7) The reactants are [NH2:1][C:2]1[CH:11]=[CH:10][C:9]([C:12]#[N:13])=[C:8]2[C:3]=1[CH:4]=[CH:5][CH:6]=[N:7]2.S(=O)(=O)(O)[OH:15].[OH-].[Na+]. No catalyst specified. The product is [NH2:1][C:2]1[CH:11]=[CH:10][C:9]([C:12]([NH2:13])=[O:15])=[C:8]2[C:3]=1[CH:4]=[CH:5][CH:6]=[N:7]2. The yield is 0.743. (8) The reactants are [CH3:1][O:2][C:3]1[CH:11]=[C:10]([O:12][CH2:13][C:14]([CH2:55][O:56][CH2:57][CH2:58][CH2:59][CH2:60][CH2:61][CH2:62][CH2:63][CH2:64][CH2:65][CH2:66][CH2:67][CH2:68][CH2:69][CH2:70][CH2:71][CH2:72][CH2:73][CH3:74])([CH2:35][O:36][CH2:37][CH2:38][CH2:39][CH2:40][CH2:41][CH2:42][CH2:43][CH2:44][CH2:45][CH2:46][CH2:47][CH2:48][CH2:49][CH2:50][CH2:51][CH2:52][CH2:53][CH3:54])[CH2:15][O:16][CH2:17][CH2:18][CH2:19][CH2:20][CH2:21][CH2:22][CH2:23][CH2:24][CH2:25][CH2:26][CH2:27][CH2:28][CH2:29][CH2:30][CH2:31][CH2:32][CH2:33][CH3:34])[CH:9]=[CH:8][C:4]=1[CH:5]=[N:6]O.Cl. The catalyst is C1COCC1. The product is [CH3:1][O:2][C:3]1[CH:11]=[C:10]([O:12][CH2:13][C:14]([CH2:55][O:56][CH2:57][CH2:58][CH2:59][CH2:60][CH2:61][CH2:62][CH2:63][CH2:64][CH2:65][CH2:66][CH2:67][CH2:68][CH2:69][CH2:70][CH2:71][CH2:72][CH2:73][CH3:74])([CH2:35][O:36][CH2:37][CH2:38][CH2:39][CH2:40][CH2:41][CH2:42][CH2:43][CH2:44][CH2:45][CH2:46][CH2:47][CH2:48][CH2:49][CH2:50][CH2:51][CH2:52][CH2:53][CH3:54])[CH2:15][O:16][CH2:17][CH2:18][CH2:19][CH2:20][CH2:21][CH2:22][CH2:23][CH2:24][CH2:25][CH2:26][CH2:27][CH2:28][CH2:29][CH2:30][CH2:31][CH2:32][CH2:33][CH3:34])[CH:9]=[CH:8][C:4]=1[CH2:5][NH2:6]. The yield is 0.850.